From a dataset of Forward reaction prediction with 1.9M reactions from USPTO patents (1976-2016). Predict the product of the given reaction. (1) Given the reactants C([N:8]1[CH2:13][CH2:12][C@@H:11]([C:14]2[CH:15]=[C:16]([CH:22]=[CH:23][CH:24]=2)[C:17]([O:19][CH2:20][CH3:21])=[O:18])[C@H:10]([CH3:25])[CH2:9]1)C1C=CC=CC=1.Cl, predict the reaction product. The product is: [CH3:25][C@H:10]1[C@H:11]([C:14]2[CH:15]=[C:16]([CH:22]=[CH:23][CH:24]=2)[C:17]([O:19][CH2:20][CH3:21])=[O:18])[CH2:12][CH2:13][NH:8][CH2:9]1. (2) Given the reactants [Cl:1][C:2]1[CH:3]=[C:4]([CH:33]=[CH:34][C:35]=1[F:36])[CH2:5][N:6]1[CH:20]=[C:19]([N:21](C(OC(C)(C)C)=O)[CH3:22])[C:18]2[N:11]3[CH2:12][CH2:13][N:14]([CH3:17])[C:15](=[O:16])[C:10]3=[C:9]([O:30][CH3:31])[C:8]=2[C:7]1=[O:32].[F:37][C:38]([F:43])([F:42])[C:39]([OH:41])=[O:40], predict the reaction product. The product is: [Cl:1][C:2]1[CH:3]=[C:4]([CH:33]=[CH:34][C:35]=1[F:36])[CH2:5][N:6]1[CH:20]=[C:19]([NH:21][CH3:22])[C:18]2[N:11]3[CH2:12][CH2:13][N:14]([CH3:17])[C:15](=[O:16])[C:10]3=[C:9]([O:30][CH3:31])[C:8]=2[C:7]1=[O:32].[C:39]([OH:41])([C:38]([F:43])([F:42])[F:37])=[O:40]. (3) Given the reactants [NH2:1][C:2]1[N:6]([C:7]2[C:12]([Cl:13])=[CH:11][C:10]([C:14]([F:17])([F:16])[F:15])=[CH:9][C:8]=2[Cl:18])[N:5]=[C:4]([CH:19]=[N:20][OH:21])[C:3]=1[S:22]([CH3:24])=[O:23].[OH:25]O.O, predict the reaction product. The product is: [NH2:1][C:2]1[N:6]([C:7]2[C:12]([Cl:13])=[CH:11][C:10]([C:14]([F:17])([F:16])[F:15])=[CH:9][C:8]=2[Cl:18])[N:5]=[C:4]([CH:19]=[N:20][OH:21])[C:3]=1[S:22]([CH3:24])(=[O:25])=[O:23]. (4) Given the reactants [CH:1]([N:14]1[CH2:19][CH2:18][N:17]([CH2:20][CH:21]2[O:25][C:24](=[O:26])[N:23]([CH:27]([CH3:29])[CH3:28])[CH2:22]2)[CH2:16][CH2:15]1)([C:8]1[CH:13]=[CH:12][CH:11]=[CH:10][CH:9]=1)[C:2]1[CH:7]=[CH:6][CH:5]=[CH:4][CH:3]=1.[C:30](N1CC(CO)OC1=O)(C)(C)C.OCC1OC(=O)N(C(C)C)C1, predict the reaction product. The product is: [CH:1]([N:14]1[CH2:19][CH2:18][N:17]([CH2:20][CH:21]2[O:25][C:24](=[O:26])[N:23]([C:27]([CH3:30])([CH3:29])[CH3:28])[CH2:22]2)[CH2:16][CH2:15]1)([C:8]1[CH:9]=[CH:10][CH:11]=[CH:12][CH:13]=1)[C:2]1[CH:7]=[CH:6][CH:5]=[CH:4][CH:3]=1.